From a dataset of Catalyst prediction with 721,799 reactions and 888 catalyst types from USPTO. Predict which catalyst facilitates the given reaction. (1) Reactant: [CH2:1]([C:3]([CH2:8][OH:9])([CH2:6][OH:7])[CH2:4][CH3:5])[OH:2].[C:10]([OH:16])(=[O:15])[CH2:11][CH2:12][CH2:13][CH3:14].CCCCCCC.C1(C)C=CC(S(O)(=O)=O)=CC=1. Product: [C:10]([OH:16])(=[O:15])[CH2:11][CH2:12][CH2:13][CH3:14].[C:10]([OH:16])(=[O:15])[CH2:11][CH2:12][CH2:13][CH3:14].[C:10]([OH:16])(=[O:15])[CH2:11][CH2:12][CH2:13][CH3:14].[CH2:1]([C:3]([CH2:8][OH:9])([CH2:6][OH:7])[CH2:4][CH3:5])[OH:2]. The catalyst class is: 6. (2) Reactant: C([O-])([O-])=O.[K+].[K+].[CH2:7](Cl)[C:8]1[CH:13]=[CH:12][CH:11]=[CH:10][CH:9]=1.CN(C=O)C.[Br:20][C:21]1[N:26]=[C:25]([CH3:27])[C:24]([OH:28])=[C:23]([CH3:29])[C:22]=1[CH3:30]. The catalyst class is: 25. Product: [CH2:7]([O:28][C:24]1[C:25]([CH3:27])=[N:26][C:21]([Br:20])=[C:22]([CH3:30])[C:23]=1[CH3:29])[C:8]1[CH:13]=[CH:12][CH:11]=[CH:10][CH:9]=1. (3) Reactant: [C:1]1([N:7]2[CH:11]([C:12]([F:15])([F:14])[F:13])[CH2:10][C:9]([NH2:16])=[N:8]2)[CH:6]=[CH:5][CH:4]=[CH:3][CH:2]=1.C(C1C(=O)C(Cl)=C(Cl)C(=O)C=1C#N)#N. Product: [C:1]1([N:7]2[C:11]([C:12]([F:15])([F:13])[F:14])=[CH:10][C:9]([NH2:16])=[N:8]2)[CH:2]=[CH:3][CH:4]=[CH:5][CH:6]=1. The catalyst class is: 2. (4) Reactant: [N:1]([C:4]1[CH:9]=[CH:8][C:7]([N:10]2[CH2:15][CH2:14][N:13]([CH3:16])[CH2:12][CH2:11]2)=[CH:6][CH:5]=1)=[C:2]=[O:3].[O:17]1[C:21]([C:22]2[CH:28]=[CH:27][C:25]([NH2:26])=[CH:24][CH:23]=2)=[CH:20][N:19]=[CH:18]1. Product: [CH3:16][N:13]1[CH2:12][CH2:11][N:10]([C:7]2[CH:6]=[CH:5][C:4]([NH:1][C:2]([NH:26][C:25]3[CH:24]=[CH:23][C:22]([C:21]4[O:17][CH:18]=[N:19][CH:20]=4)=[CH:28][CH:27]=3)=[O:3])=[CH:9][CH:8]=2)[CH2:15][CH2:14]1. The catalyst class is: 248. (5) Reactant: [Cl:1][C:2]1[C:3]([CH3:30])=[C:4]([NH:10][C:11]([N:13]2[CH2:17][C@H:16]([O:18][Si:19]([C:22]([CH3:25])([CH3:24])[CH3:23])([CH3:21])[CH3:20])[CH2:15][C@H:14]2[C:26](OC)=[O:27])=[O:12])[CH:5]=[CH:6][C:7]=1[C:8]#[N:9].[Li+].[BH4-]. Product: [Cl:1][C:2]1[C:3]([CH3:30])=[C:4]([NH:10][C:11]([N:13]2[CH2:17][C@H:16]([O:18][Si:19]([C:22]([CH3:23])([CH3:24])[CH3:25])([CH3:20])[CH3:21])[CH2:15][C@H:14]2[CH2:26][OH:27])=[O:12])[CH:5]=[CH:6][C:7]=1[C:8]#[N:9]. The catalyst class is: 1.